From a dataset of NCI-60 drug combinations with 297,098 pairs across 59 cell lines. Regression. Given two drug SMILES strings and cell line genomic features, predict the synergy score measuring deviation from expected non-interaction effect. Drug 1: C1CCN(CC1)CCOC2=CC=C(C=C2)C(=O)C3=C(SC4=C3C=CC(=C4)O)C5=CC=C(C=C5)O. Drug 2: CC(C)NC(=O)C1=CC=C(C=C1)CNNC.Cl. Cell line: NCI/ADR-RES. Synergy scores: CSS=-6.80, Synergy_ZIP=5.15, Synergy_Bliss=1.22, Synergy_Loewe=-4.16, Synergy_HSA=-6.06.